From a dataset of Catalyst prediction with 721,799 reactions and 888 catalyst types from USPTO. Predict which catalyst facilitates the given reaction. (1) Reactant: [CH:1]([C:3]1(O)[CH:10]2[CH2:11][CH:6]3[CH2:7][CH:8]([CH2:12][CH:4]1[CH2:5]3)[CH2:9]2)=[CH2:2].[C:14](OC)([O:18]C)([O:16][CH3:17])[CH3:15]. Product: [CH:4]12[CH2:12][CH:8]3[CH2:7][CH:6]([CH2:11][CH:10]([CH2:9]3)[C:3]1=[CH:1][CH2:2][CH2:15][C:14]([O:16][CH3:17])=[O:18])[CH2:5]2. The catalyst class is: 796. (2) Product: [C:1]([O:4][C:5]([Cl:18])([C:11](=[O:14])[CH2:12][CH3:13])[C:6]([O:8][CH2:9][CH3:10])=[O:7])(=[O:3])[CH3:2]. Reactant: [C:1]([O:4][CH:5]([C:11](=[O:14])[CH2:12][CH3:13])[C:6]([O:8][CH2:9][CH3:10])=[O:7])(=[O:3])[CH3:2].S(Cl)([Cl:18])(=O)=O. The catalyst class is: 4. (3) Reactant: F[C:2]1[CH:9]=[CH:8][CH:7]=[CH:6][C:3]=1[CH:4]=[O:5].[C:10]([O:14][C:15]([N:17]1[CH2:20][CH:19]([CH2:21][OH:22])[CH2:18]1)=[O:16])([CH3:13])([CH3:12])[CH3:11].C([O-])([O-])=O.[K+].[K+]. Product: [C:10]([O:14][C:15]([N:17]1[CH2:20][CH:19]([CH2:21][O:22][C:2]2[CH:9]=[CH:8][CH:7]=[CH:6][C:3]=2[CH:4]=[O:5])[CH2:18]1)=[O:16])([CH3:13])([CH3:12])[CH3:11]. The catalyst class is: 634. (4) Reactant: C([SiH](CC)CC)C.[F:8][C:9]1[CH:14]=[CH:13][C:12]([CH:15]2[CH2:24][CH:23](O)[C:22]3[C:17](=[CH:18][CH:19]=[C:20]([OH:26])[CH:21]=3)[O:16]2)=[CH:11][CH:10]=1.FC(F)(F)C(O)=O. Product: [F:8][C:9]1[CH:14]=[CH:13][C:12]([CH:15]2[CH2:24][CH2:23][C:22]3[C:17](=[CH:18][CH:19]=[C:20]([OH:26])[CH:21]=3)[O:16]2)=[CH:11][CH:10]=1. The catalyst class is: 4. (5) Reactant: C(OC([N:8]([CH2:40][C:41]([O:43]C(C)(C)C)=[O:42])[C:9]1[CH:14]=[CH:13][CH:12]=[C:11]([CH:15]([CH2:26][C:27]2[CH:32]=[CH:31][C:30]([N:33]([C:35](=[O:39])[CH2:36][CH2:37][CH3:38])[CH3:34])=[CH:29][CH:28]=2)[NH:16][S:17]([C:20]2[CH:21]=[N:22][CH:23]=[CH:24][CH:25]=2)(=[O:19])=[O:18])[N:10]=1)=O)(C)(C)C.Cl.O1CCOCC1. Product: [C:35]([N:33]([CH3:34])[C:30]1[CH:31]=[CH:32][C:27]([CH2:26][CH:15]([NH:16][S:17]([C:20]2[CH:21]=[N:22][CH:23]=[CH:24][CH:25]=2)(=[O:18])=[O:19])[C:11]2[N:10]=[C:9]([NH:8][CH2:40][C:41]([OH:43])=[O:42])[CH:14]=[CH:13][CH:12]=2)=[CH:28][CH:29]=1)(=[O:39])[CH2:36][CH2:37][CH3:38]. The catalyst class is: 2. (6) Product: [C:1]([C:3]1[CH:4]=[C:5]([C:10]2[N:14]=[C:13]([C:15]3[CH:20]=[CH:19][CH:18]=[CH:17][N:16]=3)[O:12][N:11]=2)[CH:6]=[C:7]([N:27]2[CH:31]=[CH:30][N:29]=[CH:28]2)[CH:8]=1)#[N:2]. Reactant: [C:1]([C:3]1[CH:4]=[C:5]([C:10]2[N:14]=[C:13]([C:15]3[CH:20]=[CH:19][CH:18]=[CH:17][N:16]=3)[O:12][N:11]=2)[CH:6]=[C:7](F)[CH:8]=1)#[N:2].C(=O)([O-])[O-].[K+].[K+].[NH:27]1[CH:31]=[CH:30][N:29]=[CH:28]1.CN(C)C=O. The catalyst class is: 22. (7) Reactant: Cl.[Cl:2][C:3]1[CH:8]=[CH:7][C:6]([S:9]([N:12]2[CH2:17][CH2:16][NH:15][CH2:14][C@@H:13]2[CH3:18])(=[O:11])=[O:10])=[CH:5][CH:4]=1.C(Cl)CCl.C1C=CC2N(O)N=NC=2C=1.[CH3:33][C:34]1[N:39]=[CH:38][C:37]([C:40](O)=[O:41])=[CH:36][CH:35]=1.C(N1CCOCC1)C. Product: [Cl:2][C:3]1[CH:4]=[CH:5][C:6]([S:9]([N:12]2[CH2:17][CH2:16][N:15]([C:40]([C:37]3[CH:38]=[N:39][C:34]([CH3:33])=[CH:35][CH:36]=3)=[O:41])[CH2:14][C@@H:13]2[CH3:18])(=[O:10])=[O:11])=[CH:7][CH:8]=1. The catalyst class is: 34. (8) Reactant: [F:1][C:2]1[N:3]=[CH:4][C:5]2[C:10]([CH:11]=1)=[CH:9][C:8]([C:12]1[S:16][C:15]([CH2:17][CH2:18][C@@H:19]([NH:32]C(=O)OC(C)(C)C)[C@@H:20]([OH:31])[C:21]3[CH:26]=[CH:25][C:24]([C:27]([F:30])([F:29])[F:28])=[CH:23][CH:22]=3)=[N:14][CH:13]=1)=[CH:7][CH:6]=2.[C:40]([OH:46])([C:42]([F:45])([F:44])[F:43])=[O:41]. Product: [F:43][C:42]([F:45])([F:44])[C:40]([OH:46])=[O:41].[NH2:32][C@H:19]([CH2:18][CH2:17][C:15]1[S:16][C:12]([C:8]2[CH:9]=[C:10]3[C:5](=[CH:6][CH:7]=2)[CH:4]=[N:3][C:2]([F:1])=[CH:11]3)=[CH:13][N:14]=1)[C@H:20]([C:21]1[CH:26]=[CH:25][C:24]([C:27]([F:28])([F:29])[F:30])=[CH:23][CH:22]=1)[OH:31]. The catalyst class is: 2. (9) Product: [CH3:42][O:41][C:38]1[CH:39]=[CH:40][C:35]([CH2:34][N:17]2[C:18]3=[N:19][CH:20]=[CH:21][C:22]([O:24][C:25]4[CH:33]=[CH:32][C:28]([C:29](=[O:30])[NH:49][C:46]5[S:47][CH:48]=[C:44]([CH3:43])[N:45]=5)=[CH:27][CH:26]=4)=[C:23]3[C:15]([NH:14][C@@H:10]3[CH2:11][CH2:12][CH2:13][N:8]([C:6]([O:5][C:1]([CH3:2])([CH3:3])[CH3:4])=[O:7])[CH2:9]3)=[N:16]2)=[CH:36][CH:37]=1. The catalyst class is: 566. Reactant: [C:1]([O:5][C:6]([N:8]1[CH2:13][CH2:12][CH2:11][C@@H:10]([NH:14][C:15]2[C:23]3[C:18](=[N:19][CH:20]=[CH:21][C:22]=3[O:24][C:25]3[CH:33]=[CH:32][C:28]([C:29](O)=[O:30])=[CH:27][CH:26]=3)[N:17]([CH2:34][C:35]3[CH:40]=[CH:39][C:38]([O:41][CH3:42])=[CH:37][CH:36]=3)[N:16]=2)[CH2:9]1)=[O:7])([CH3:4])([CH3:3])[CH3:2].[CH3:43][C:44]1[N:45]=[C:46]([NH2:49])[S:47][CH:48]=1.C(Cl)CCl.C1C=CC2N(O)N=NC=2C=1.C([O-])(O)=O.[Na+]. (10) Reactant: CC1(C)[O:7][CH2:6][CH:5]([C:8]2[CH:34]=[CH:33][C:11]([O:12][C:13]3[C:18]([CH3:19])=[C:17]([O:20][CH:21]4[CH2:26][CH2:25][N:24]([C:27]5[N:32]=[CH:31][CH:30]=[CH:29][N:28]=5)[CH2:23][CH2:22]4)[N:16]=[CH:15][N:14]=3)=[CH:10][CH:9]=2)[CH2:4][O:3]1. Product: [CH3:19][C:18]1[C:13]([O:12][C:11]2[CH:33]=[CH:34][C:8]([CH:5]([CH2:6][OH:7])[CH2:4][OH:3])=[CH:9][CH:10]=2)=[N:14][CH:15]=[N:16][C:17]=1[O:20][CH:21]1[CH2:26][CH2:25][N:24]([C:27]2[N:28]=[CH:29][CH:30]=[CH:31][N:32]=2)[CH2:23][CH2:22]1. The catalyst class is: 21.